Binary Classification. Given a miRNA mature sequence and a target amino acid sequence, predict their likelihood of interaction. From a dataset of Experimentally validated miRNA-target interactions with 360,000+ pairs, plus equal number of negative samples. (1) The miRNA is hsa-miR-6879-5p with sequence CAGGGCAGGGAAGGUGGGAGAG. The protein sequence of the target gene is MCNPEEAALLRLEEVFSATLAHVNSLVLQPLLPAAPDPSDPWGRECLRLLQQLHKSSQQLWEVTEESLHSLQERLRYPDSTGLESLLLLRGADRVLQAHIEYIESYTSCMVVQAFQKAAKRRSEYWRGQRKALRQLLSGVSSEGSVGASLGQALHQPLAHHVQQYVLLLLSLGDTIGEHHPTRELVVNAVTLFGNLQSFMKQELDQAVATQALWHTLRGRLRDVLCTPAHRLLQDSQDVPVTVAPLRAERVLLFDDALVLLQGHNVHTFDLKLVWVDPGQDGCTFHLLTPEEEFSFCAKD.... Result: 1 (interaction). (2) The miRNA is hsa-miR-548ar-5p with sequence AAAAGUAAUUGCAGUUUUUGC. The protein sequence of the target gene is MFRAGEASKRPLPGPSPPRVRSVEVARGRAGYGFTLSGQAPCVLSCVMRGSPADFVGLRAGDQILAVNEINVKKASHEDVVKLIGKCSGVLHMVIAEGVGRFESCSSDEEGGLYEGKGWLKPKLDSKALGINRAERVVEEMQSGGIFNMIFENPSLCASNSEPLKLKQRSLSESAATRFDVGHESINNPNPNMLSKEEISKVIHDDSVFSIGLESHDDFALDASILNVAMIVGYLGSIELPSTSSNLESDSLQAIRGCMRRLRAEQKIHSLVTMKIMHDCVQLSTDKAGVVAEYPAEKLA.... Result: 0 (no interaction). (3) The miRNA is mmu-miR-1187 with sequence UAUGUGUGUGUGUAUGUGUGUAA. The protein sequence of the target gene is MKAAYTAYRCLTKDLEGCAMNPELTMESLGTLHGPVGGGSGGGGGGGGGGGGGGPGHEQELLASPSPHHAGRGAAGSLRGPPPPTAHQELGTAAAAAAAASRSAMVTSMASILDGSDYRPELSIPLHHAMSMSCDSSPPGMGMSNTYTTLTPLQPLPPISTVSDKFHHPHPHHHPHHHHHHHHHHQRLSGNVSGSFTLMRDERGLPSMNNLYSPYKEMPSMSQSLSPLAATPLGNGLGGLHNAQQSLPNYGPPGHDKMLSPNFDAHHTAMLTRGEQHLSRGLGTPPAAMMSHLNGLHHPG.... Result: 1 (interaction). (4) Result: 1 (interaction). The miRNA is mmu-miR-466o-3p with sequence UACAUACAUGCACACAUAAGAC. The protein sequence of the target gene is MAGEQKPSSNLLEQFILLAKGTSGSALTTLISQVLEAPGVYVFGELLELANVQELAEGANAAYLQLLNLFAYGTYPDYIANKESLPELSVAQQNKLKHLTIVSLASRMKCIPYSVLLKDLEMRNLRELEDLIIEAVYTDIIQGKLDQRNQLLEVDFCIGRDIRKKDINNIVKTLHEWCDGCEAVLLGIEQQVLRANQYKENHHRTQQQVEAEVSNIKKTLKATASSSAQEMEQQLAERECPPHTEQRQPTKKMSKVKGLVSSRH. (5) The miRNA is mmu-miR-9768-3p with sequence ACUGCCUUCCUUUGUGUGGCCCAG. The protein sequence of the target gene is MAKERRRAVLELLQRPGNARCADCGAPDPDWASYTLGVFICLSCSGIHRNIPQVSKVKSVRLDAWEEAQVEFMASHGNDAARARFESKVPSFYYRPTPSDCQLLREQWIRAKYERQEFIYPEKQEPYSAGYREGFLWKRGRDNGQFLSRKFVLTEREGALKYFNRNDAKEPKAVMKIEHLNATFQPAKIGHPHGLQVTYLKDNSTRNIFIYHEDGKEIVDWFNALRAARFHYLQVAFPGAGDADLVPKLSRNYLKEGYMEKTGPKQTEGFRKRWFTMDDRRLMYFKDPLDAFARGEVFIG.... Result: 0 (no interaction). (6) The miRNA is hsa-miR-3117-3p with sequence AUAGGACUCAUAUAGUGCCAG. The protein sequence of the target gene is MQHPGPRLWLVLQVMIGSCTAISSMDLERPGDGKCQPVEIPMCKDIGYNTTRMPNLMGHENQREAAIQLHEFAPLVEYGCHSHLRFFLCSLYAPMCTEQVSTPIPACRVMCEQARLKCSPIMEQFKFRWPDSLDCSKLPNKNDPNYLCMEAPNNGSDEPSRGSGMFPPLFRPQRPHSAQEHPLKDGGPGRAGCDNPGKFHHVEKSESCAPLCTPGVDVYWSRDDKRFAVVWLAIWSVLCFFSSAFTVLTFLIDPSRFRYPERPIIFLSMCYCVYSVGYIIRLFAGAESIACDRDSGQLYV.... Result: 0 (no interaction). (7) The miRNA is mmu-miR-1191a with sequence CAGUCUUACUAUGUAGCCCUA. The protein sequence of the target gene is MATAEPSGRALRLSTPGPRPSGARDRAPGAAGPPSGQIGNRALRLGERTPAAVEKRGPYMVTRAPSIQAKLQKHRDLAKAVLRRKGMLGASPNRPDSSGKRSVKFNKGYTALSQSPDENLVSLDSDSDGELGSRYSSGYSSAEQVNQDVSRQLLQDGYHLDEIPDDEDLDLIPPKPMASSTCSCCWCCLGDSSSCTLQ. Result: 0 (no interaction).